Dataset: Reaction yield outcomes from USPTO patents with 853,638 reactions. Task: Predict the reaction yield, written as a fraction of the theoretical maximum amount of product (1.0 means a 100% yield; for example, 0.34 means a 34% yield). (1) The reactants are [N-:1]=[N+:2]=[N-:3].[Na+].[CH3:5][O:6][C:7]([C:9]1[CH:10]=[C:11]([C:20]2[CH:25]=[CH:24][C:23]([CH3:26])=[CH:22][CH:21]=2)[CH:12]=[C:13]([C:15](=O)[NH:16][CH2:17][CH3:18])[CH:14]=1)=[O:8].[Si](Cl)(Cl)(Cl)Cl.C([O-])([O-])=O.[Na+].[Na+]. The catalyst is C(#N)C. The product is [CH3:5][O:6][C:7]([C:9]1[CH:10]=[C:11]([C:20]2[CH:21]=[CH:22][C:23]([CH3:26])=[CH:24][CH:25]=2)[CH:12]=[C:13]([C:15]2[N:16]([CH2:17][CH3:18])[N:3]=[N:2][N:1]=2)[CH:14]=1)=[O:8]. The yield is 0.890. (2) The reactants are CS(O)(=O)=O.O=[C:7]1[N:12]([C:13]2[CH:18]=[CH:17][CH:16]=[CH:15][CH:14]=2)N=[C:10](CCC(OCC)=O)[CH2:9][CH2:8]1.[OH-:26].[Na+].[CH2:28]([OH:31])[CH2:29][CH3:30]. No catalyst specified. The product is [O:31]=[C:28]([O:31][CH2:28][CH2:29][CH3:30])[CH2:29][C:30]1[C:14]2[C:13](=[CH:18][CH:17]=[CH:16][CH:15]=2)[NH:12][C:7]=1[CH2:8][CH2:9][C:10]([O:31][CH2:28][CH2:29][CH3:30])=[O:26]. The yield is 0.790. (3) The reactants are [C:1]([O:5][C:6]([NH:8][CH2:9][C:10]1[C:11]([CH2:33][CH:34]([CH3:36])[CH3:35])=[N:12][C:13]2[C:18]([C:19]=1[C:20]1[CH:25]=[CH:24][C:23]([CH3:26])=[CH:22][CH:21]=1)=[CH:17][C:16]([O:27][CH2:28][C:29]([O:31]C)=[O:30])=[CH:15][CH:14]=2)=[O:7])([CH3:4])([CH3:3])[CH3:2].CO.[OH-].[Na+].Cl. The catalyst is O1CCCC1. The product is [C:1]([O:5][C:6]([NH:8][CH2:9][C:10]1[C:11]([CH2:33][CH:34]([CH3:36])[CH3:35])=[N:12][C:13]2[C:18]([C:19]=1[C:20]1[CH:21]=[CH:22][C:23]([CH3:26])=[CH:24][CH:25]=1)=[CH:17][C:16]([O:27][CH2:28][C:29]([OH:31])=[O:30])=[CH:15][CH:14]=2)=[O:7])([CH3:2])([CH3:4])[CH3:3]. The yield is 0.850. (4) The reactants are [C:1]([O:5][C:6]([N:8]1[C:17]2[C:12](=[CH:13][CH:14]=[C:15]([CH3:18])[N:16]=2)[CH2:11][CH2:10][CH:9]1[CH3:19])=[O:7])([CH3:4])([CH3:3])[CH3:2].ClC1C=CC=C(C(OO)=[O:28])C=1. The catalyst is ClCCl.S([O-])([O-])(=O)=S.[Na+].[Na+]. The product is [C:1]([O:5][C:6]([N:8]1[C:17]2[N+:16]([O-:28])=[C:15]([CH3:18])[CH:14]=[CH:13][C:12]=2[CH2:11][CH2:10][CH:9]1[CH3:19])=[O:7])([CH3:4])([CH3:3])[CH3:2]. The yield is 0.580. (5) The reactants are [F:1][C:2]1[CH:30]=[CH:29][C:28]([F:31])=[CH:27][C:3]=1[O:4][C:5]1[CH:10]=[CH:9][C:8]([C:11]2[C:19]3[C:14](=[N:15][CH:16]=[N:17][C:18]=3[NH2:20])[N:13]([C@@H:21]3[CH2:26][CH2:25][CH2:24][NH:23][CH2:22]3)[N:12]=2)=[CH:7][CH:6]=1.CN(C(ON1N=NC2C=CC=NC1=2)=[N+](C)C)C.F[P-](F)(F)(F)(F)F.C(N(CC)CC)C.[C:63]([CH2:65][C:66](O)=[O:67])#[N:64]. The catalyst is ClCCl. The product is [NH2:20][C:18]1[N:17]=[CH:16][N:15]=[C:14]2[N:13]([C@@H:21]3[CH2:26][CH2:25][CH2:24][N:23]([C:66](=[O:67])[CH2:65][C:63]#[N:64])[CH2:22]3)[N:12]=[C:11]([C:8]3[CH:7]=[CH:6][C:5]([O:4][C:3]4[CH:27]=[C:28]([F:31])[CH:29]=[CH:30][C:2]=4[F:1])=[CH:10][CH:9]=3)[C:19]=12. The yield is 0.580.